Dataset: Peptide-MHC class II binding affinity with 134,281 pairs from IEDB. Task: Regression. Given a peptide amino acid sequence and an MHC pseudo amino acid sequence, predict their binding affinity value. This is MHC class II binding data. (1) The peptide sequence is SILKVKKSLGMFISD. The MHC is DRB1_0101 with pseudo-sequence DRB1_0101. The binding affinity (normalized) is 0.749. (2) The peptide sequence is KHDDAIVRLRNAGIV. The MHC is DRB1_0401 with pseudo-sequence DRB1_0401. The binding affinity (normalized) is 0.584. (3) The peptide sequence is VWRIDTPDKLTGPFT. The MHC is DRB1_0701 with pseudo-sequence DRB1_0701. The binding affinity (normalized) is 0.270. (4) The peptide sequence is QRPFQYILLVLGIAL. The MHC is HLA-DQA10501-DQB10301 with pseudo-sequence HLA-DQA10501-DQB10301. The binding affinity (normalized) is 0.260. (5) The peptide sequence is SRGNRAFIAINLQKN. The binding affinity (normalized) is 0.388. The MHC is HLA-DQA10501-DQB10301 with pseudo-sequence HLA-DQA10501-DQB10301. (6) The peptide sequence is SNKFHIRLIKGELSN. The MHC is DRB1_1302 with pseudo-sequence DRB1_1302. The binding affinity (normalized) is 0.427. (7) The peptide sequence is QLVPKLDEVYNAAYN. The MHC is DRB1_0401 with pseudo-sequence DRB1_0401. The binding affinity (normalized) is 0.637. (8) The peptide sequence is STVFLVPRRHGKTWF. The MHC is DRB4_0101 with pseudo-sequence DRB4_0103. The binding affinity (normalized) is 0.445. (9) The peptide sequence is APPAYEKLSAEQSPPP. The MHC is DRB1_0101 with pseudo-sequence DRB1_0101. The binding affinity (normalized) is 0.656.